This data is from Forward reaction prediction with 1.9M reactions from USPTO patents (1976-2016). The task is: Predict the product of the given reaction. (1) Given the reactants Cl[C:2]1[CH:7]=[C:6]([O:8][CH2:9][C:10]#[CH:11])[N:5]=[CH:4][N:3]=1.C(=O)([O-])[O-].[K+].[K+].[C:18]1([OH:24])[CH:23]=[CH:22][CH:21]=[CH:20][CH:19]=1.[Cl-].[NH4+], predict the reaction product. The product is: [O:24]([C:2]1[CH:7]=[C:6]([O:8][CH2:9][C:10]#[CH:11])[N:5]=[CH:4][N:3]=1)[C:18]1[CH:23]=[CH:22][CH:21]=[CH:20][CH:19]=1. (2) The product is: [C:1]([O:5][C:6]([N:8]1[CH2:13][CH2:12][O:11][C@H:10]([CH2:14][C:15]2[CH:16]=[N:17][C:18]([O:21][CH3:22])=[CH:19][CH:20]=2)[CH2:9]1)=[O:7])([CH3:3])([CH3:4])[CH3:2]. Given the reactants [C:1]([O:5][C:6]([N:8]1[CH2:13][CH2:12][O:11][C@H:10]([CH:14](Br)[C:15]2[CH:16]=[N:17][C:18]([O:21][CH3:22])=[CH:19][CH:20]=2)[CH2:9]1)=[O:7])([CH3:4])([CH3:3])[CH3:2], predict the reaction product. (3) Given the reactants [NH2:1][C@H:2]([C:10]([OH:12])=[O:11])[CH2:3][CH2:4]CNC(=N)N.N[C@H:14](C(O)=O)CC(O)=O.[NH2:22][C@H:23]([C:30]([OH:32])=[O:31])[CH2:24][C:25]1N=CN[CH:26]=1.N[CH2:34]C(O)=O, predict the reaction product. The product is: [NH2:1][C@H:2]([C:10]([OH:12])=[O:11])[CH:3]([CH3:14])[CH3:4].[NH2:22][C@H:23]([C:30]([OH:32])=[O:31])[CH2:24][CH:25]([CH3:34])[CH3:26]. (4) The product is: [F:35][C:29]1[CH:30]=[CH:31][CH:32]=[C:33]([F:34])[C:28]=1[S:25]([NH:24][C:20]1[CH:21]=[CH:22][CH:23]=[C:18]([C:9]2[N:10]=[C:11]([C:13]([CH3:17])([CH3:16])[CH2:14][OH:15])[S:12][C:8]=2[C:6]2[CH:5]=[CH:4][N:3]=[C:2]([CH3:37])[N:7]=2)[C:19]=1[F:36])(=[O:27])=[O:26]. Given the reactants Cl[C:2]1[N:7]=[C:6]([C:8]2[S:12][C:11]([C:13]([CH3:17])([CH3:16])[CH2:14][OH:15])=[N:10][C:9]=2[C:18]2[C:19]([F:36])=[C:20]([NH:24][S:25]([C:28]3[C:33]([F:34])=[CH:32][CH:31]=[CH:30][C:29]=3[F:35])(=[O:27])=[O:26])[CH:21]=[CH:22][CH:23]=2)[CH:5]=[CH:4][N:3]=1.[CH3:37][Zn]C, predict the reaction product. (5) Given the reactants [ClH:1].O1CCOCC1.OC(C(F)(F)F)=O.OC(C(F)(F)F)=O.[CH3:22][O:23][C:24]1[CH:29]=[CH:28][C:27]([C:30]2[N:31]=[C:32]([N:35]3[CH2:40][CH2:39][N:38](C(OC(C)(C)C)=O)[CH2:37][CH:36]3[CH2:48][O:49][C:50]3[CH:51]=[N:52][CH:53]=[CH:54][CH:55]=3)[S:33][CH:34]=2)=[CH:26][CH:25]=1, predict the reaction product. The product is: [ClH:1].[CH3:22][O:23][C:24]1[CH:25]=[CH:26][C:27]([C:30]2[N:31]=[C:32]([N:35]3[CH2:40][CH2:39][NH:38][CH2:37][CH:36]3[CH2:48][O:49][C:50]3[CH:51]=[N:52][CH:53]=[CH:54][CH:55]=3)[S:33][CH:34]=2)=[CH:28][CH:29]=1.